From a dataset of Reaction yield outcomes from USPTO patents with 853,638 reactions. Predict the reaction yield, written as a fraction of the theoretical maximum amount of product (1.0 means a 100% yield; for example, 0.34 means a 34% yield). (1) The reactants are Br[C:2]1[CH:3]=[CH:4][C:5]([S:8]([NH2:11])(=[O:10])=[O:9])=[N:6][CH:7]=1.[F:12][C:13]1[CH:21]=[C:20]2[C:16]([C:17](B3OC(C)(C)C(C)(C)O3)=[CH:18][N:19]2[C:22]([O:24][C:25]([CH3:28])([CH3:27])[CH3:26])=[O:23])=[CH:15][CH:14]=1. No catalyst specified. The product is [F:12][C:13]1[CH:21]=[C:20]2[C:16]([C:17]([C:2]3[CH:7]=[N:6][C:5]([S:8](=[O:10])(=[O:9])[NH2:11])=[CH:4][CH:3]=3)=[CH:18][N:19]2[C:22]([O:24][C:25]([CH3:28])([CH3:27])[CH3:26])=[O:23])=[CH:15][CH:14]=1. The yield is 0.350. (2) The reactants are [Br:1][C:2]1[CH:10]=[C:9]2[C:5]([CH:6]=[C:7]([CH:12]=[CH:13][N+:14]([O-])=O)[N:8]2[CH3:11])=[CH:4][CH:3]=1.[H-].[H-].[H-].[H-].[Li+].[Al+3]. The catalyst is C1COCC1. The product is [Br:1][C:2]1[CH:10]=[C:9]2[C:5]([CH:6]=[C:7]([CH2:12][CH2:13][NH2:14])[N:8]2[CH3:11])=[CH:4][CH:3]=1. The yield is 0.420. (3) The reactants are [Br:1][C:2]1[CH:7]=[CH:6][C:5]([S:8]([N:11]2[CH2:15][CH2:14][CH2:13][CH:12]2[CH2:16][OH:17])(=[O:10])=[O:9])=[CH:4][CH:3]=1.N1C=CN=C1.[C:23]([Si:27](Cl)([CH3:29])[CH3:28])([CH3:26])([CH3:25])[CH3:24]. The catalyst is C(Cl)Cl. The product is [Br:1][C:2]1[CH:3]=[CH:4][C:5]([S:8]([N:11]2[CH2:15][CH2:14][CH2:13][CH:12]2[CH2:16][O:17][Si:27]([C:23]([CH3:26])([CH3:25])[CH3:24])([CH3:29])[CH3:28])(=[O:10])=[O:9])=[CH:6][CH:7]=1. The yield is 0.990. (4) The reactants are Br[C:2]1[CH:9]=[CH:8][C:7]([F:10])=[CH:6][C:3]=1C#N.[Li][CH2:12]CCC.[CH2:16]([Sn:20]([CH2:26][CH2:27][CH2:28][CH3:29])([CH2:22][CH2:23][CH2:24][CH3:25])Cl)[CH2:17][CH2:18][CH3:19].[NH4+:30].[Cl-]. The catalyst is CCOCC. The product is [F:10][C:7]1[CH:8]=[CH:9][C:2]([C:12]#[N:30])=[C:3]([Sn:20]([CH2:26][CH2:27][CH2:28][CH3:29])([CH2:22][CH2:23][CH2:24][CH3:25])[CH2:16][CH2:17][CH2:18][CH3:19])[CH:6]=1. The yield is 1.01. (5) The reactants are [N:1]1[CH:6]=[CH:5][C:4]([CH3:7])=[CH:3][CH:2]=1.[CH2:8]([Br:15])[C:9]1[CH:14]=[CH:13][CH:12]=[CH:11][CH:10]=1. The catalyst is C1(C)C=CC=CC=1. The product is [Br-:15].[CH2:8]([N+:1]1[CH:6]=[CH:5][C:4]([CH3:7])=[CH:3][CH:2]=1)[C:9]1[CH:14]=[CH:13][CH:12]=[CH:11][CH:10]=1. The yield is 0.810. (6) The reactants are [CH3:1][O:2][C:3](=[O:13])[CH:4]=[CH:5][C:6]1[CH:11]=[CH:10][C:9]([CH3:12])=[CH:8][CH:7]=1.CO.[H][H]. The catalyst is [Pd]. The product is [CH3:1][O:2][C:3](=[O:13])[CH2:4][CH2:5][C:6]1[CH:7]=[CH:8][C:9]([CH3:12])=[CH:10][CH:11]=1. The yield is 0.950.